This data is from Catalyst prediction with 721,799 reactions and 888 catalyst types from USPTO. The task is: Predict which catalyst facilitates the given reaction. Reactant: [CH2:1]([C:3]1[NH:4][CH:5]=[C:6]([C:8]2[CH:13]=[CH:12][CH:11]=[CH:10][CH:9]=2)[N:7]=1)[CH3:2].C(=O)([O-])[O-].[K+].[K+].Cl[CH2:21][C:22]1[CH:40]=[CH:39][C:25]2/[C:26](=[C:35](/[CH3:38])\[C:36]#[N:37])/[C:27]3[CH:34]=[CH:33][CH:32]=[CH:31][C:28]=3[O:29][CH2:30][C:24]=2[CH:23]=1.C(OCC)(=O)C. Product: [CH2:1]([C:3]1[N:4]([CH2:21][C:22]2[CH:40]=[CH:39][C:25]3/[C:26](=[C:35](/[CH3:38])\[C:36]#[N:37])/[C:27]4[CH:34]=[CH:33][CH:32]=[CH:31][C:28]=4[O:29][CH2:30][C:24]=3[CH:23]=2)[CH:5]=[C:6]([C:8]2[CH:13]=[CH:12][CH:11]=[CH:10][CH:9]=2)[N:7]=1)[CH3:2]. The catalyst class is: 3.